Task: Predict hERG channel inhibition at various concentrations.. Dataset: hERG Central: cardiac toxicity at 1µM, 10µM, and general inhibition (1) The drug is Cc1cc(OCc2cc(C(=O)N(Cc3nccn3C)C(C)C)no2)cc(C)c1Cl. Results: hERG_inhib (hERG inhibition (general)): blocker. (2) The drug is CCCCCn1c(CCNC(=O)CCC)nc2ccccc21. Results: hERG_inhib (hERG inhibition (general)): blocker. (3) The compound is O=C(CCCc1ccccc1)N1CCN(C2CCCCC2)CC1. Results: hERG_inhib (hERG inhibition (general)): blocker. (4) Results: hERG_inhib (hERG inhibition (general)): blocker. The drug is O=C(Nc1ccc(Oc2ccccc2)nc1)C1CCN(Cc2ccccc2)CC1. (5) Results: hERG_inhib (hERG inhibition (general)): blocker. The compound is COc1ccc(CN(C)C(=O)COC(=O)c2c(C)nn(-c3ccc(F)cc3)c2Cl)cc1.